From a dataset of Forward reaction prediction with 1.9M reactions from USPTO patents (1976-2016). Predict the product of the given reaction. The product is: [Cl:1][C:2]1[CH:7]=[CH:6][C:5]([C:8]2[CH:9]=[C:10]([NH:19][C:20](=[O:27])[C:21]3[CH:26]=[CH:25][CH:24]=[N:23][CH:22]=3)[CH:11]=[N:12][C:13]=2[O:14][CH2:15][CH:16]2[CH2:18][CH2:17]2)=[CH:4][CH:3]=1. Given the reactants [Cl:1][C:2]1[CH:7]=[CH:6][C:5]([C:8]2[CH:9]=[C:10]([NH2:19])[CH:11]=[N:12][C:13]=2[O:14][CH2:15][CH:16]2[CH2:18][CH2:17]2)=[CH:4][CH:3]=1.[C:20](O)(=[O:27])[C:21]1[CH:26]=[CH:25][CH:24]=[N:23][CH:22]=1, predict the reaction product.